The task is: Binary Classification. Given a miRNA mature sequence and a target amino acid sequence, predict their likelihood of interaction.. This data is from Experimentally validated miRNA-target interactions with 360,000+ pairs, plus equal number of negative samples. (1) The miRNA is hsa-miR-3182 with sequence GCUUCUGUAGUGUAGUC. The protein sequence of the target gene is MTPWLGLIVLLGSWSLGDWGAEACTCSPSHPQDAFCNSDIVIRAKVVGKKLVKEGPFGTLVYTIKQMKMYRGFTKMPHVQYIHTEASESLCGLKLEVNKYQYLLTGRVYDGKMYTGLCNFVERWDQLTLSQRKGLNYRYHLGCNCKIKSCYYLPCFVTSKNECLWTDMLSNFGYPGYQSKHYACIRQKGGYCSWYRGWAPPDKSIINATDP. Result: 0 (no interaction). (2) The miRNA is hsa-miR-30a-5p with sequence UGUAAACAUCCUCGACUGGAAG. The protein sequence of the target gene is MSEPKAIDPKLSTTDRVVKAVPFPPSHRLTAKEVFDNDGKPRVDILKAHLMKEGRLEESVALRIITEGASILRQEKNLLDIDAPVTVCGDIHGQFFDLMKLFEVGGSPANTRYLFLGDYVDRGYFSIECVLYLWALKILYPKTLFLLRGNHECRHLTEYFTFKQECKIKYSERVYDACMDAFDCLPLAALMNQQFLCVHGGLSPEINTLDDIRKLDRFKEPPAYGPMCDILWSDPLEDFGNEKTQEHFTHNTVRGCSYFYSYPAVCEFLQHNNLLSILRAHEAQDAGYRMYRKSQTTGFP.... Result: 1 (interaction). (3) Result: 1 (interaction). The miRNA is hsa-miR-6858-5p with sequence GUGAGGAGGGGCUGGCAGGGAC. The protein sequence of the target gene is MRAQEDLEGRTQHETTRDPSTPLPTEPKFDMLYKIEDVPPWYLCILLGFQHYLTCFSGTIAVPFLLAEALCVGHDQHMVSQLIGTIFTCVGITTLIQTTVGIRLPLFQASAFAFLVPAKAILALERWKCPPEEEIYGNWSLPLNTSHIWHPRIREVQGAIMVSSVVEVVIGLLGLPGALLNYIGPLTVTPTVSLIGLSVFQAAGDRAGSHWGISACSILLIILFSQYLRNLTFLLPVYRWGKGLTLLRIQIFKMFPIMLAIMTVWLLCYVLTLTDVLPTDPKAYGFQARTDARGDIMAIA.... (4) The protein sequence of the target gene is MGLKAAQKTLFPLRSIDDVVRLFAAELGREEPDLVLLSLVLGFVEHFLAVNRVIPTNVPELTFQPSPAPDPPGGLTYFPVADLSIIAALYARFTAQIRGAVDLSLYPREGGVSSRELVKKVSDVIWNSLSRSYFKDRAHIQSLFSFITGWSPVGTKLDSSGVAFAVVGACQALGLRDVHLALSEDHAWVVFGPNGEQTAEVTWHGKGNEDRRGQTVNAGVAERSWLYLKGSYMRCDRKMEVAFMVCAINPSIDLHTDSLELLQLQQKLLWLLYDLGHLERYPMALGNLADLEELEPTPGR.... Result: 1 (interaction). The miRNA is hsa-miR-4665-5p with sequence CUGGGGGACGCGUGAGCGCGAGC. (5) The miRNA is hsa-miR-345-5p with sequence GCUGACUCCUAGUCCAGGGCUC. The protein sequence of the target gene is MAYPFQLGLQDATSPIMEELTNFHDHTLMIVFLISSLVLYIISLMLTTKLTHTSTMDAQEVETIWTILPAVILILIALPSLRILYMMDEINNPVLTVKTMGHQWYWSYEYTDYEDLCFDSYMIPTNDLKPGELRLLEVDNRVVLPMELPIRMLISSEDVLHSWAVPSLGLKTDAIPGRLNQATVTSNRPGLFYGQCSEICGSNHSFMPIVLEMVPLKYFENWSASMI. Result: 0 (no interaction). (6) Result: 0 (no interaction). The protein sequence of the target gene is MVEDLAASYIVLKLENEIRQAQVQWLMEENAALQAQIPELQKSQAAKEYDLLRKSSEAKEPQKLPEHMNPPAAWEAQKTPEFKEPQKPPEPQDLLPWEPPAAWELQEAPAAPESLAPPATRESQKPPMAHEIPTVLEGQGPANTQDATIAQEPKNSEPQDPPNIEKPQEAPEYQETAAQLEFLELPPPQEPLEPSNAQEFLELSAAQESLEGLIVVETSAASEFPQAPIGLEATDFPLQYTLTFSGDSQKLPEFLVQLYSYMRVRGHLYPTEAALVSFVGNCFSGRAGWWFQLLLDIQSP.... The miRNA is hsa-miR-155-3p with sequence CUCCUACAUAUUAGCAUUAACA. (7) The miRNA is hsa-miR-1227-3p with sequence CGUGCCACCCUUUUCCCCAG. The protein sequence of the target gene is MAANSQGNFDGKFEALDLAELTKKQPWWRKLFGQESGPSAEKYSVATQLVIGGVTGWCTGFVFQKVGKLAATAVGGGFFLLQLANHTGYIKVDWQRVEKDMKKAKEQLKIRKNKQIPTEVKSKAEEVVSFVKKNVLVTGGFFGGFLLGMAS. Result: 0 (no interaction). (8) The protein sequence of the target gene is MSASAATGVFVLSLSAIPVTYVFNHLAAQHDSWTIVGVAALILFLVALLARVLVKRKPPRDPLFYVYAVFGFTSVVNLIIGLEQDGIIDGFMTHYLREGEPYLNTAYGHMICYWDGSAHYLMYLVMVAAIAWEETYRTIGLYWVGSIIMSVVVFVPGNIVGKYGTRICPAFFLSIPYTCLPVWAGFRIYNQPSENYNYPSKVIQEAQAKDLLRRPFDLMLVVCLLLATGFCLFRGLIALDCPSELCRLYTQFQEPYLKDPAAYPKIQMLAYMFYSVPYFVTALYGLVVPGCSWMPDITLI.... The miRNA is hsa-miR-548aq-5p with sequence GAAAGUAAUUGCUGUUUUUGCC. Result: 1 (interaction). (9) The miRNA is hsa-miR-1-3p with sequence UGGAAUGUAAAGAAGUAUGUAU. The protein sequence of the target gene is MTNPMMSVSSLLTSGQQKVPMVPSPFGPPIVDRDVLSSSIAPTDPSQFCVPSQFGSSGLPNANMPNPLSSHFYSGWGILPPEPIKAVTTRNEMFERHHAARAEMEMYSLYQQRRMERVNPKGLSGLGIPLFYGSSCLGGPTGFQGRSTLPASDVHLHRSTFRHLQGNPILLATRPHFTECWGQKYRLRRGAVYQKPPESDTESFKSQAEEKSSSQMPTLSYEEEEYIKDPDIEVDNQQKPRVADGKPTTVPANPHGELHTHQRKPSSLEANAWDDGKGKPSEQVYEGCDGKNGVFRPVSI.... Result: 0 (no interaction). (10) The protein sequence of the target gene is MILTSFGDDMWLLTTLLLWVPVGGEVVNATKAVITLQPPWVSIFQKENVTLWCEGPHLPGDSSTQWFINGTAVQISTPSYSIPEASFQDSGEYRCQIGSSMPSDPVQLQIHNDWLLLQASRRVLTEGEPLALRCHGWKNKLVYNVVFYRNGKSFQFSSDSEVAILKTNLSHSGIYHCSGTGRHRYTSAGVSITVKELFTTPVLRASVSSPFPEGSLVTLNCETNLLLQRPGLQLHFSFYVGSKILEYRNTSSEYHIARAEREDAGFYWCEVATEDSSVLKRSPELELQVLGPQSSAPVWF.... The miRNA is mmu-miR-7a-2-3p with sequence CAACAAGUCCCAGUCUGCCACA. Result: 0 (no interaction).